This data is from NCI-60 drug combinations with 297,098 pairs across 59 cell lines. The task is: Regression. Given two drug SMILES strings and cell line genomic features, predict the synergy score measuring deviation from expected non-interaction effect. (1) Drug 1: COC1=C(C=C2C(=C1)N=CN=C2NC3=CC(=C(C=C3)F)Cl)OCCCN4CCOCC4. Drug 2: C1=CC(=CC=C1C#N)C(C2=CC=C(C=C2)C#N)N3C=NC=N3. Cell line: 786-0. Synergy scores: CSS=20.1, Synergy_ZIP=-4.03, Synergy_Bliss=0.436, Synergy_Loewe=0.00649, Synergy_HSA=2.39. (2) Drug 1: C1=CC=C(C(=C1)C(C2=CC=C(C=C2)Cl)C(Cl)Cl)Cl. Drug 2: CC1=C(C=C(C=C1)C(=O)NC2=CC(=CC(=C2)C(F)(F)F)N3C=C(N=C3)C)NC4=NC=CC(=N4)C5=CN=CC=C5. Cell line: NCI-H226. Synergy scores: CSS=2.01, Synergy_ZIP=-1.39, Synergy_Bliss=-1.29, Synergy_Loewe=-1.06, Synergy_HSA=-0.771.